From a dataset of Forward reaction prediction with 1.9M reactions from USPTO patents (1976-2016). Predict the product of the given reaction. (1) Given the reactants [C:1]([O:5][C:6]([C:8]1[CH:13]=[CH:12][C:11]([CH:14]([CH2:18][N:19]([CH3:21])[CH3:20])[C:15]([O-:17])=O)=[CH:10][CH:9]=1)=[O:7])([CH3:4])([CH3:3])[CH3:2].[K+].CCN=C=NCCCN(C)C.[CH:34]1[CH:35]=[CH:36][C:37]2N(O)N=[N:40][C:38]=2[CH:39]=1.NC1C=CC=CC=1, predict the reaction product. The product is: [NH:40]([C:15](=[O:17])[CH:14]([C:11]1[CH:10]=[CH:9][C:8]([C:6]([O:5][C:1]([CH3:2])([CH3:3])[CH3:4])=[O:7])=[CH:13][CH:12]=1)[CH2:18][N:19]([CH3:21])[CH3:20])[C:38]1[CH:39]=[CH:34][CH:35]=[CH:36][CH:37]=1. (2) Given the reactants Br[C:2]1[S:3][CH:4]=[C:5]([C:7]2[CH:12]=[CH:11][C:10]([NH:13][S:14]([C:17]([F:20])([F:19])[F:18])(=[O:16])=[O:15])=[CH:9][C:8]=2[Cl:21])[N:6]=1.[C:22]1([C:31]2[CH:36]=[CH:35][CH:34]=[CH:33][CH:32]=2)[CH:27]=[CH:26][CH:25]=[CH:24][C:23]=1B(O)O.C(=O)([O-])[O-].[K+].[K+].CN(C)C=O, predict the reaction product. The product is: [Cl:21][C:8]1[CH:9]=[C:10]([NH:13][S:14]([C:17]([F:20])([F:19])[F:18])(=[O:16])=[O:15])[CH:11]=[CH:12][C:7]=1[C:5]1[N:6]=[C:2]([C:36]2[CH:35]=[CH:34][CH:33]=[CH:32][C:31]=2[C:22]2[CH:23]=[CH:24][CH:25]=[CH:26][CH:27]=2)[S:3][CH:4]=1.